From a dataset of Forward reaction prediction with 1.9M reactions from USPTO patents (1976-2016). Predict the product of the given reaction. (1) Given the reactants [S:1]1[C:5]2[CH:6]=[C:7]([C:10]3([C:13]4[N:17]5[N:18]=[C:19]([C:22]6[CH:42]=[CH:41][C:25]([C:26]([NH:28][C@@H:29]([C:37]([CH3:40])([CH3:39])[CH3:38])[C:30]([O:32]C(C)(C)C)=[O:31])=[O:27])=[CH:24][CH:23]=6)[CH:20]=[N:21][C:16]5=[N:15][N:14]=4)[CH2:12][CH2:11]3)[CH:8]=[CH:9][C:4]=2[N:3]=[CH:2]1, predict the reaction product. The product is: [S:1]1[C:5]2[CH:6]=[C:7]([C:10]3([C:13]4[N:17]5[N:18]=[C:19]([C:22]6[CH:42]=[CH:41][C:25]([C:26]([NH:28][C@@H:29]([C:37]([CH3:38])([CH3:40])[CH3:39])[C:30]([OH:32])=[O:31])=[O:27])=[CH:24][CH:23]=6)[CH:20]=[N:21][C:16]5=[N:15][N:14]=4)[CH2:11][CH2:12]3)[CH:8]=[CH:9][C:4]=2[N:3]=[CH:2]1. (2) Given the reactants CC1C=CC(S(O[CH2:12][CH:13]2[CH2:22][CH2:21][C:20]3[C:15](=[CH:16][C:17]([S:23]([CH3:26])(=[O:25])=[O:24])=[CH:18][CH:19]=3)[O:14]2)(=O)=O)=CC=1.[CH2:27]([NH2:29])[CH3:28], predict the reaction product. The product is: [CH3:26][S:23]([C:17]1[CH:16]=[C:15]2[C:20]([CH2:21][CH2:22][CH:13]([CH2:12][NH:29][CH2:27][CH3:28])[O:14]2)=[CH:19][CH:18]=1)(=[O:24])=[O:25].